Predict the reaction yield, written as a fraction of the theoretical maximum amount of product (1.0 means a 100% yield; for example, 0.34 means a 34% yield). From a dataset of Reaction yield outcomes from USPTO patents with 853,638 reactions. (1) The reactants are C(Cl)(=O)C(Cl)=O.CS(C)=O.[Cl:11][C:12]1[N:13]=[C:14]([CH2:21][OH:22])[CH:15]=[C:16]2[CH:20]=[CH:19][O:18][C:17]=12.C(=O)=O.CC(C)=O. The catalyst is C(Cl)Cl. The product is [Cl:11][C:12]1[N:13]=[C:14]([CH:21]=[O:22])[CH:15]=[C:16]2[CH:20]=[CH:19][O:18][C:17]=12. The yield is 0.970. (2) The reactants are Br[C:2]1[N:6]([S:7]([C:10]2[CH:15]=[CH:14][CH:13]=[CH:12][CH:11]=2)(=[O:9])=[O:8])[CH:5]=[C:4]([CH:16]=[O:17])[C:3]=1[CH3:18].[S:19]1[CH:23]=[CH:22][C:21](B(O)O)=[CH:20]1.C(=O)([O-])[O-].[Na+].[Na+].O. The catalyst is COCCOC. The product is [CH3:18][C:3]1[C:4]([CH:16]=[O:17])=[CH:5][N:6]([S:7]([C:10]2[CH:15]=[CH:14][CH:13]=[CH:12][CH:11]=2)(=[O:9])=[O:8])[C:2]=1[C:21]1[CH:22]=[CH:23][S:19][CH:20]=1. The yield is 0.830. (3) The reactants are [CH3:1][O:2][C:3]1[CH:8]=[CH:7][C:6]([CH2:9][O:10][CH:11]2[CH2:16][CH:15]3[CH:13]([O:14]3)[CH2:12]2)=[CH:5][CH:4]=1.[CH2:17]([NH:20][CH2:21][CH:22]=[CH2:23])[CH:18]=[CH2:19]. The catalyst is C(O)C. The product is [NH3:20].[CH3:1][OH:2].[CH2:17]([N:20]([CH2:21][CH:22]=[CH2:23])[CH:13]1[CH2:12][CH:11]([O:10][CH2:9][C:6]2[CH:5]=[CH:4][C:3]([O:2][CH3:1])=[CH:8][CH:7]=2)[CH2:16][CH:15]1[OH:14])[CH:18]=[CH2:19]. The yield is 0.00100. (4) The product is [ClH:26].[CH2:1]([NH:3][C:4](=[O:5])[C:6]1[CH:11]=[CH:10][C:9]([N:12]2[CH2:13][CH2:14][NH:15][CH2:16][CH2:17]2)=[C:8]([CH3:25])[CH:7]=1)[CH3:2]. The yield is 0.990. The reactants are [CH2:1]([NH:3][C:4]([C:6]1[CH:11]=[CH:10][C:9]([N:12]2[CH2:17][CH2:16][N:15](C(OC(C)(C)C)=O)[CH2:14][CH2:13]2)=[C:8]([CH3:25])[CH:7]=1)=[O:5])[CH3:2].[ClH:26]. The catalyst is O1CCOCC1.C(OCC)C. (5) The reactants are O[C:2]1[CH:13]=[CH:12][C:5]2OC(C)C(=O)N[C:4]=2[CH:3]=1.[CH3:14][CH:15]1[O:20][C:19]2[CH:21]=[CH:22][C:23]([O:25][CH:26]3[CH2:31][CH2:30][NH:29][CH2:28][CH2:27]3)=[CH:24][C:18]=2[NH:17][C:16]1=[O:32].C1C=CC(P(C2C=CC=CC=2)C2C=CC=CC=2)=CC=1.[CH3:52][CH2:53][O:54][C:55](/N=N/[C:55]([O:54][CH2:53][CH3:52])=[O:56])=[O:56]. The catalyst is C1COCC1. The product is [CH3:14][CH:15]1[O:20][C:19]2[CH:21]=[CH:22][C:23]([O:25][CH:26]3[CH2:31][CH2:30][N:29]([C:2]4[CH:3]=[CH:4][C:5]([C:55]([O:54][CH2:53][CH3:52])=[O:56])=[CH:12][CH:13]=4)[CH2:28][CH2:27]3)=[CH:24][C:18]=2[NH:17][C:16]1=[O:32]. The yield is 0.0824. (6) The reactants are [NH2:1][C:2]1[CH:10]=[CH:9][CH:8]=[C:4]([C:5]([OH:7])=O)[C:3]=1[C:11]([OH:13])=[O:12].[C:14](OC(=O)C)(=[O:16])[CH3:15]. No catalyst specified. The product is [C:14]([NH:1][C:2]1[CH:10]=[CH:9][CH:8]=[C:4]2[C:5]([O:13][C:11](=[O:12])[C:3]=12)=[O:7])(=[O:16])[CH3:15]. The yield is 0.610.